Dataset: Merck oncology drug combination screen with 23,052 pairs across 39 cell lines. Task: Regression. Given two drug SMILES strings and cell line genomic features, predict the synergy score measuring deviation from expected non-interaction effect. (1) Cell line: T47D. Drug 1: CCC1=CC2CN(C1)Cc1c([nH]c3ccccc13)C(C(=O)OC)(c1cc3c(cc1OC)N(C)C1C(O)(C(=O)OC)C(OC(C)=O)C4(CC)C=CCN5CCC31C54)C2. Drug 2: CC(C)CC(NC(=O)C(Cc1ccccc1)NC(=O)c1cnccn1)B(O)O. Synergy scores: synergy=-35.9. (2) Synergy scores: synergy=1.28. Cell line: SKOV3. Drug 1: Cn1nnc2c(C(N)=O)ncn2c1=O. Drug 2: NC1(c2ccc(-c3nc4ccn5c(=O)[nH]nc5c4cc3-c3ccccc3)cc2)CCC1.